The task is: Binary Classification. Given a drug SMILES string, predict its activity (active/inactive) in a high-throughput screening assay against a specified biological target.. This data is from Cav3 T-type calcium channel HTS with 100,875 compounds. (1) The molecule is S(=O)(=O)(N1CCC(CC1)C(=O)Nc1c(cccc1)C)c1c2c(nccc2)c(OC)cc1. The result is 0 (inactive). (2) The compound is S(=O)(=O)(N1C(CCC1)C(OCC(=O)c1c(c([nH]c1C)C)C(OCC)=O)=O)c1c(F)cccc1. The result is 0 (inactive). (3) The compound is S1c2c(N(CC1)Cc1ccc(cc1)C)cc(C(=O)N1CCN(CC1)C(OCC)=O)cc2. The result is 0 (inactive). (4) The compound is S(=O)(=O)(N1CCCCC1)c1ccc(NC(OC)=O)cc1. The result is 0 (inactive). (5) The drug is O=C(NC(c1n(CCCC)c2c(n1)cccc2)C)CC. The result is 0 (inactive). (6) The compound is O=C(C1CCN(CC1)CC(=O)Nc1ccc(cc1)C)c1cc2OCCOc2cc1. The result is 0 (inactive).